From a dataset of Forward reaction prediction with 1.9M reactions from USPTO patents (1976-2016). Predict the product of the given reaction. (1) Given the reactants [C:1]([O:5][C:6]([C@@H:8]([NH:14][C:15]([O:17][C:18]([CH3:21])([CH3:20])[CH3:19])=[O:16])[CH2:9][CH2:10][C:11]([OH:13])=O)=[O:7])([CH3:4])([CH3:3])[CH3:2].Cl.CN(C)CCCN=C=NCC.C(N(CC)CC)C.[N+:41]([O:44][CH2:45][CH:46]([NH2:52])[CH2:47][O:48][N+:49]([O-:51])=[O:50])([O-:43])=[O:42], predict the reaction product. The product is: [C:18]([O:17][C:15]([NH:14][C@@H:8]([CH2:9][CH2:10][C:11](=[O:13])[NH:52][CH:46]([CH2:47][O:48][N+:49]([O-:51])=[O:50])[CH2:45][O:44][N+:41]([O-:43])=[O:42])[C:6]([O:5][C:1]([CH3:2])([CH3:3])[CH3:4])=[O:7])=[O:16])([CH3:21])([CH3:20])[CH3:19]. (2) Given the reactants C([Mg]Cl)(C)C.Br[C:7]1[N:8]=[C:9]([Si](C)(C)C)[S:10][CH:11]=1.[F:16][C:17]1[CH:22]=[CH:21][C:20]([N:23]2[C:27]3[CH:28]=[C:29]4[C@:34]([C:36](OC)=[O:37])([CH2:35][C:26]=3[CH:25]=[N:24]2)[CH2:33][N:32]([C:40]([O:42][C:43]([CH3:46])([CH3:45])[CH3:44])=[O:41])[CH2:31][CH2:30]4)=[CH:19][CH:18]=1.Cl, predict the reaction product. The product is: [F:16][C:17]1[CH:22]=[CH:21][C:20]([N:23]2[C:27]3[CH:28]=[C:29]4[C@:34]([C:36]([C:7]5[N:8]=[CH:9][S:10][CH:11]=5)=[O:37])([CH2:35][C:26]=3[CH:25]=[N:24]2)[CH2:33][N:32]([C:40]([O:42][C:43]([CH3:46])([CH3:45])[CH3:44])=[O:41])[CH2:31][CH2:30]4)=[CH:19][CH:18]=1. (3) Given the reactants [CH3:1][C:2]1([C:17]([OH:19])=O)[CH2:6][CH:5]2[CH:7]([CH3:16])[C:8]([N+:13]([O-:15])=[O:14])=[C:9]([CH3:12])[C:10]([CH3:11])=[C:4]2[O:3]1.S(Cl)([Cl:22])=O, predict the reaction product. The product is: [CH3:1][C:2]1([C:17]([Cl:22])=[O:19])[CH2:6][C:5]2[C:7]([CH3:16])=[C:8]([N+:13]([O-:15])=[O:14])[C:9]([CH3:12])=[C:10]([CH3:11])[C:4]=2[O:3]1. (4) Given the reactants [N+:1]([C:4]1[CH:5]=[C:6]([C:10]2[O:14][N:13]=[C:12]([C:15]3[CH:16]=[N:17][CH:18]=[CH:19][CH:20]=3)[N:11]=2)[CH:7]=[CH:8][CH:9]=1)([O-])=O.N, predict the reaction product. The product is: [N:17]1[CH:18]=[CH:19][CH:20]=[C:15]([C:12]2[N:11]=[C:10]([C:6]3[CH:5]=[C:4]([CH:9]=[CH:8][CH:7]=3)[NH2:1])[O:14][N:13]=2)[CH:16]=1.